Task: Predict the product of the given reaction.. Dataset: Forward reaction prediction with 1.9M reactions from USPTO patents (1976-2016) (1) Given the reactants [C:1]([N:8]1[CH2:13][CH2:12][CH:11]([CH2:14][NH2:15])[CH2:10][CH2:9]1)([O:3][C:4]([CH3:7])([CH3:6])[CH3:5])=[O:2].[CH3:16][N:17]=[C:18]=[S:19].CCOC(C)=O, predict the reaction product. The product is: [C:4]([O:3][C:1]([N:8]1[CH2:13][CH2:12][CH:11]([CH2:14][NH:15][C:18]([NH:17][CH3:16])=[S:19])[CH2:10][CH2:9]1)=[O:2])([CH3:7])([CH3:6])[CH3:5]. (2) Given the reactants C([O:5][C:6](=O)[CH2:7][CH2:8][C:9]1[CH:14]=[CH:13][C:12]([O:15][C:16]([F:19])([F:18])[F:17])=[C:11]([F:20])[CH:10]=1)CCC.B.C1COCC1.CO.O, predict the reaction product. The product is: [F:20][C:11]1[CH:10]=[C:9]([CH2:8][CH2:7][CH2:6][OH:5])[CH:14]=[CH:13][C:12]=1[O:15][C:16]([F:18])([F:19])[F:17].